Task: Predict the product of the given reaction.. Dataset: Forward reaction prediction with 1.9M reactions from USPTO patents (1976-2016) (1) Given the reactants [Br:1][C:2]1[CH:3]=[CH:4][CH:5]=[C:6]2[C:11]=1[N:10]=[C:9](Cl)[CH:8]=[N:7]2.[C:13]([O:17][C:18]([N:20]1[CH2:25][CH2:24][CH:23]([N:26]2[CH:30]=[C:29](B3OC(C)(C)C(C)(C)O3)[CH:28]=[N:27]2)[CH2:22][CH2:21]1)=[O:19])([CH3:16])([CH3:15])[CH3:14].[O-]P([O-])([O-])=O.[K+].[K+].[K+], predict the reaction product. The product is: [C:13]([O:17][C:18]([N:20]1[CH2:21][CH2:22][CH:23]([N:26]2[CH:30]=[C:29]([C:9]3[CH:8]=[N:7][C:6]4[C:11](=[C:2]([Br:1])[CH:3]=[CH:4][CH:5]=4)[N:10]=3)[CH:28]=[N:27]2)[CH2:24][CH2:25]1)=[O:19])([CH3:16])([CH3:14])[CH3:15]. (2) Given the reactants C(O)(=O)C.[N+:5](/[CH:8]=[CH:9]/[C:10]1[CH:15]=[CH:14][C:13]([CH2:16][O:17][C:18]2[CH:23]=[CH:22][CH:21]=[CH:20][CH:19]=2)=[CH:12][CH:11]=1)([O-:7])=[O:6].[BH4-].[Na+], predict the reaction product. The product is: [N+:5]([CH2:8][CH2:9][C:10]1[CH:15]=[CH:14][C:13]([CH2:16][O:17][C:18]2[CH:23]=[CH:22][CH:21]=[CH:20][CH:19]=2)=[CH:12][CH:11]=1)([O-:7])=[O:6].